This data is from Full USPTO retrosynthesis dataset with 1.9M reactions from patents (1976-2016). The task is: Predict the reactants needed to synthesize the given product. Given the product [F:16][C:17]1[CH:28]=[CH:27][C:20]([C:21]([C:2]2[CH:10]=[C:9]3[C:5]([CH:6]=[CH:7][NH:8]3)=[CH:4][CH:3]=2)=[O:22])=[CH:19][C:18]=1[S:29]([NH2:30])(=[O:32])=[O:31], predict the reactants needed to synthesize it. The reactants are: Br[C:2]1[CH:10]=[C:9]2[C:5]([CH:6]=[CH:7][NH:8]2)=[CH:4][CH:3]=1.C([Li])(C)(C)C.[F:16][C:17]1[CH:28]=[CH:27][C:20]([C:21](N(OC)C)=[O:22])=[CH:19][C:18]=1[S:29](=[O:32])(=[O:31])[NH2:30].